This data is from Catalyst prediction with 721,799 reactions and 888 catalyst types from USPTO. The task is: Predict which catalyst facilitates the given reaction. (1) Reactant: [N+:1]([C:4]1[CH:9]=[CH:8][CH:7]=[CH:6][C:5]=1[S:10]([NH:13][CH2:14][CH2:15][CH2:16][CH2:17][CH2:18][CH2:19][NH:20][C:21]([CH:23]1[CH2:32][CH2:31][C:30]2[C:25](=[CH:26][CH:27]=[CH:28][CH:29]=2)[CH2:24]1)=O)(=[O:12])=[O:11])([O-])=O.B. Product: [CH2:24]1[C:25]2[C:30](=[CH:29][CH:28]=[CH:27][CH:26]=2)[CH2:31][CH2:32][CH:23]1[CH2:21][NH:20][CH2:19][CH2:18][CH2:17][CH2:16][CH2:15][CH2:14][NH:13][S:10]([C:5]1[CH:6]=[CH:7][CH:8]=[CH:9][C:4]=1[NH2:1])(=[O:12])=[O:11]. The catalyst class is: 7. (2) Reactant: [Cl:1][C:2]1[CH:7]=[CH:6][C:5]([C:8]2[N:12]([CH:13]3[CH2:15][CH2:14]3)[C:11](=[O:16])[N:10]([CH2:17][C:18]([NH:20][NH2:21])=O)[N:9]=2)=[CH:4][CH:3]=1.Cl.[CH3:23][C:24]([C:29]1[CH:34]=[CH:33][CH:32]=[C:31]([C:35]([F:38])([F:37])[F:36])[CH:30]=1)([CH3:28])[C:25](=N)[NH2:26].C[O-].[Na+]. Product: [Cl:1][C:2]1[CH:7]=[CH:6][C:5]([C:8]2[N:12]([CH:13]3[CH2:15][CH2:14]3)[C:11](=[O:16])[N:10]([CH2:17][C:18]3[NH:26][C:25]([C:24]([C:29]4[CH:34]=[CH:33][CH:32]=[C:31]([C:35]([F:36])([F:38])[F:37])[CH:30]=4)([CH3:28])[CH3:23])=[N:21][N:20]=3)[N:9]=2)=[CH:4][CH:3]=1. The catalyst class is: 3. (3) Reactant: [CH3:1][O:2][C:3]1[CH:21]=[CH:20][C:6]([O:7][C:8]2[CH:17]=[CH:16][C:15]3[C:10](=[CH:11][CH:12]=[C:13]([CH2:18][OH:19])[CH:14]=3)[N:9]=2)=[CH:5][CH:4]=1.C(O)(=O)C.C(O)(=O)C.IC1C=CC=CC=1. Product: [CH3:1][O:2][C:3]1[CH:21]=[CH:20][C:6]([O:7][C:8]2[CH:17]=[CH:16][C:15]3[C:10](=[CH:11][CH:12]=[C:13]([CH:18]=[O:19])[CH:14]=3)[N:9]=2)=[CH:5][CH:4]=1. The catalyst class is: 2. (4) Reactant: [F:1][C:2]1[CH:7]=[CH:6][C:5]([C@H:8]([CH3:11])[CH2:9]O)=[CH:4][CH:3]=1.[C:12]1(=[O:22])[NH:16][C:15](=[O:17])[C:14]2=[CH:18][CH:19]=[CH:20][CH:21]=[C:13]12.C1(P(C2C=CC=CC=2)C2C=CC=CC=2)C=CC=CC=1.CCOC(/N=N/C(OCC)=O)=O. Product: [F:1][C:2]1[CH:7]=[CH:6][C:5]([C@H:8]([CH3:11])[CH2:9][N:16]2[C:12](=[O:22])[C:13]3[C:14](=[CH:18][CH:19]=[CH:20][CH:21]=3)[C:15]2=[O:17])=[CH:4][CH:3]=1. The catalyst class is: 1. (5) Reactant: B(Cl)(Cl)Cl.CO[C:7](=[O:25])[C:8]1[CH:13]=[CH:12][CH:11]=[CH:10][C:9]=1[O:14][C:15]1[CH:20]=[CH:19][C:18]([O:21][CH3:22])=[CH:17][C:16]=1[O:23]C. Product: [CH3:22][O:21][C:18]1[CH:19]=[CH:20][C:15]2[O:14][C:9]3[CH:10]=[CH:11][CH:12]=[CH:13][C:8]=3[C:7](=[O:25])[O:23][C:16]=2[CH:17]=1. The catalyst class is: 4. (6) Reactant: [OH:1][C:2]1[CH:11]=[CH:10][C:5]([C:6]([O:8][CH3:9])=[O:7])=[CH:4][C:3]=1[C:12]([O:14]C)=[O:13].Cl. Product: [C:12]([C:3]1[CH:4]=[C:5]([CH:10]=[CH:11][C:2]=1[OH:1])[C:6]([O:8][CH3:9])=[O:7])([OH:14])=[O:13]. The catalyst class is: 17.